From a dataset of NCI-60 drug combinations with 297,098 pairs across 59 cell lines. Regression. Given two drug SMILES strings and cell line genomic features, predict the synergy score measuring deviation from expected non-interaction effect. (1) Drug 1: C1CCC(CC1)NC(=O)N(CCCl)N=O. Drug 2: C1=CC=C(C(=C1)C(C2=CC=C(C=C2)Cl)C(Cl)Cl)Cl. Cell line: OVCAR3. Synergy scores: CSS=16.6, Synergy_ZIP=-1.67, Synergy_Bliss=1.75, Synergy_Loewe=-5.66, Synergy_HSA=-0.0668. (2) Drug 1: C1=CC(=C2C(=C1NCCNCCO)C(=O)C3=C(C=CC(=C3C2=O)O)O)NCCNCCO. Drug 2: CN(C)C1=NC(=NC(=N1)N(C)C)N(C)C. Cell line: HOP-62. Synergy scores: CSS=51.3, Synergy_ZIP=5.31, Synergy_Bliss=3.52, Synergy_Loewe=-48.4, Synergy_HSA=0.640. (3) Drug 1: CCCS(=O)(=O)NC1=C(C(=C(C=C1)F)C(=O)C2=CNC3=C2C=C(C=N3)C4=CC=C(C=C4)Cl)F. Drug 2: C1=NC2=C(N1)C(=S)N=C(N2)N. Cell line: ACHN. Synergy scores: CSS=59.6, Synergy_ZIP=-2.12, Synergy_Bliss=-1.20, Synergy_Loewe=-5.75, Synergy_HSA=0.338. (4) Drug 1: C#CCC(CC1=CN=C2C(=N1)C(=NC(=N2)N)N)C3=CC=C(C=C3)C(=O)NC(CCC(=O)O)C(=O)O. Drug 2: COCCOC1=C(C=C2C(=C1)C(=NC=N2)NC3=CC=CC(=C3)C#C)OCCOC.Cl. Cell line: HCC-2998. Synergy scores: CSS=9.58, Synergy_ZIP=-4.00, Synergy_Bliss=-2.95, Synergy_Loewe=-1.00, Synergy_HSA=-0.471. (5) Drug 1: C1=NC2=C(N=C(N=C2N1C3C(C(C(O3)CO)O)F)Cl)N. Drug 2: CCC1(C2=C(COC1=O)C(=O)N3CC4=CC5=C(C=CC(=C5CN(C)C)O)N=C4C3=C2)O.Cl. Cell line: CCRF-CEM. Synergy scores: CSS=73.8, Synergy_ZIP=1.20, Synergy_Bliss=-0.875, Synergy_Loewe=-4.00, Synergy_HSA=0.151. (6) Drug 1: CC12CCC3C(C1CCC2=O)CC(=C)C4=CC(=O)C=CC34C. Drug 2: C1CN1P(=S)(N2CC2)N3CC3. Cell line: HOP-62. Synergy scores: CSS=44.4, Synergy_ZIP=-3.94, Synergy_Bliss=0.830, Synergy_Loewe=-7.25, Synergy_HSA=2.24. (7) Drug 1: CC12CCC(CC1=CCC3C2CCC4(C3CC=C4C5=CN=CC=C5)C)O. Drug 2: C1=NC2=C(N1)C(=S)N=CN2. Cell line: SK-MEL-28. Synergy scores: CSS=0.222, Synergy_ZIP=-2.13, Synergy_Bliss=-2.18, Synergy_Loewe=-5.51, Synergy_HSA=-4.49.